Predict the reaction yield, written as a fraction of the theoretical maximum amount of product (1.0 means a 100% yield; for example, 0.34 means a 34% yield). From a dataset of Reaction yield outcomes from USPTO patents with 853,638 reactions. (1) The reactants are C(O[C:4](=O)[C:5]([C:10]([O:12][C:13]([CH3:16])([CH3:15])[CH3:14])=[O:11])([CH3:9])[CH2:6][O:7][NH2:8])C.[BH4-].[Li+].C1C[O:23]CC1. No catalyst specified. The product is [C:10]([C:5]([CH3:9])([CH3:4])[CH:6]([O:7][NH2:8])[OH:23])([O:12][C:13]([CH3:16])([CH3:15])[CH3:14])=[O:11]. The yield is 0.710. (2) The reactants are [CH2:1]([O:3][C:4]([CH:6]1[CH2:11][NH:10][CH2:9][CH2:8][N:7]1[S:12]([C:15]1[CH:20]=[CH:19][C:18]([O:21][CH2:22][C:23]#[C:24][CH3:25])=[CH:17][CH:16]=1)(=[O:14])=[O:13])=[O:5])[CH3:2].[CH3:26][N:27]([C:31]1[CH:36]=[CH:35][CH:34]=[CH:33][CH:32]=1)[C:28](Cl)=[O:29]. No catalyst specified. The product is [CH2:22]([O:21][C:18]1[CH:19]=[CH:20][C:15]([S:12]([N:7]2[CH2:8][CH2:9][N:10]([C:28]([N:27]([CH3:26])[C:31]3[CH:36]=[CH:35][CH:34]=[CH:33][CH:32]=3)=[O:29])[CH2:11][CH:6]2[C:4]([O:3][CH2:1][CH3:2])=[O:5])(=[O:13])=[O:14])=[CH:16][CH:17]=1)[C:23]#[C:24][CH3:25]. The yield is 0.980. (3) The reactants are [Cl-].O[NH3+:3].[C:4](=[O:7])([O-])[OH:5].[Na+].CS(C)=O.[CH3:13][O:14][CH:15]1[C:24]2[C:19](=[CH:20][CH:21]=[C:22]([N:25]3[C:30](=[O:31])[C:29]([CH2:32][C:33]4[CH:38]=[CH:37][C:36]([C:39]5[C:40]([C:45]#[N:46])=[CH:41][CH:42]=[CH:43][CH:44]=5)=[CH:35][CH:34]=4)=[C:28]([CH2:47][CH2:48][CH3:49])[N:27]=[C:26]3[CH3:50])[CH:23]=2)[O:18][C:17]([CH3:52])([CH3:51])[CH2:16]1. The catalyst is C(OCC)(=O)C. The product is [CH3:13][O:14][CH:15]1[C:24]2[C:19](=[CH:20][CH:21]=[C:22]([N:25]3[C:30](=[O:31])[C:29]([CH2:32][C:33]4[CH:38]=[CH:37][C:36]([C:39]5[CH:44]=[CH:43][CH:42]=[CH:41][C:40]=5[C:45]5[NH:3][C:4](=[O:7])[O:5][N:46]=5)=[CH:35][CH:34]=4)=[C:28]([CH2:47][CH2:48][CH3:49])[N:27]=[C:26]3[CH3:50])[CH:23]=2)[O:18][C:17]([CH3:51])([CH3:52])[CH2:16]1. The yield is 0.770. (4) The reactants are Cl[C:2]1[N:11]=[CH:10][CH:9]=[C:8]([Cl:12])[C:3]=1[C:4]([O:6][CH3:7])=[O:5].O1CCOC[CH2:14]1.CB1OB(C)OB(C)O1.C(=O)([O-])[O-].[Cs+].[Cs+]. The catalyst is C1C=CC(P(C2C=CC=CC=2)[C-]2C=CC=C2)=CC=1.C1C=CC(P(C2C=CC=CC=2)[C-]2C=CC=C2)=CC=1.Cl[Pd]Cl.[Fe+2].C(Cl)Cl.O. The product is [Cl:12][C:8]1[C:3]([C:4]([O:6][CH3:7])=[O:5])=[C:2]([CH3:14])[N:11]=[CH:10][CH:9]=1. The yield is 0.580. (5) The reactants are C(Cl)CCl.[CH3:5][NH:6][CH2:7][C:8]1[NH:9][C:10]2[C:15]([C:16]=1[CH:17]=[CH2:18])=[CH:14][CH:13]=[CH:12][CH:11]=2.Cl.[O:20]=[C:21]1[CH2:26][O:25][C:24]2[CH:27]=[C:28](/[CH:31]=[CH:32]/[C:33](O)=[O:34])[CH:29]=[N:30][C:23]=2[NH:22]1.C1C=CC2N(O)N=NC=2C=1.CCN(C(C)C)C(C)C. The catalyst is CN(C=O)C.O. The product is [CH3:5][N:6]([CH2:7][C:8]1[NH:9][C:10]2[C:15]([C:16]=1[CH:17]=[CH2:18])=[CH:14][CH:13]=[CH:12][CH:11]=2)[C:33](=[O:34])/[CH:32]=[CH:31]/[C:28]1[CH:29]=[N:30][C:23]2[NH:22][C:21](=[O:20])[CH2:26][O:25][C:24]=2[CH:27]=1. The yield is 0.230. (6) The reactants are Br[C:2]1[CH:7]=[CH:6][C:5]([O:8][CH3:9])=[CH:4][CH:3]=1.C([Li])CCC.CCCCCC.[CH2:21]([O:28][C:29]1[C:34]([CH:35]=[O:36])=[CH:33][CH:32]=[CH:31][N:30]=1)[C:22]1[CH:27]=[CH:26][CH:25]=[CH:24][CH:23]=1.C(OC1C(C(C2C=CC(CC)=CC=2)O)=CC=C(C)N=1)C1C=CC=CC=1. The catalyst is O1CCCC1. The product is [CH2:21]([O:28][C:29]1[C:34]([CH:35]([C:2]2[CH:7]=[CH:6][C:5]([O:8][CH3:9])=[CH:4][CH:3]=2)[OH:36])=[CH:33][CH:32]=[CH:31][N:30]=1)[C:22]1[CH:23]=[CH:24][CH:25]=[CH:26][CH:27]=1. The yield is 0.730. (7) The yield is 0.920. The product is [CH:25]([NH:28][C:3](=[O:24])[C:4]1[CH:9]=[CH:8][C:7]([O:10][CH2:11][C:12]2[C:13]([C:18]3[CH:23]=[CH:22][CH:21]=[CH:20][N:19]=3)=[N:14][O:15][C:16]=2[CH3:17])=[N:6][CH:5]=1)([CH3:27])[CH3:26]. No catalyst specified. The reactants are CO[C:3](=[O:24])[C:4]1[CH:9]=[CH:8][C:7]([O:10][CH2:11][C:12]2[C:13]([C:18]3[CH:23]=[CH:22][CH:21]=[CH:20][N:19]=3)=[N:14][O:15][C:16]=2[CH3:17])=[N:6][CH:5]=1.[CH:25]([NH2:28])([CH3:27])[CH3:26]. (8) The reactants are [Cl:1][C:2]1[C:11]([C:12]2([C:16]#[N:17])[CH2:15][CH2:14][CH2:13]2)=[CH:10][CH:9]=[CH:8][C:3]=1[C:4]([O:6]C)=[O:5].O.[OH-].[Li+]. The catalyst is O1CCCC1.CO.O. The product is [Cl:1][C:2]1[C:11]([C:12]2([C:16]#[N:17])[CH2:15][CH2:14][CH2:13]2)=[CH:10][CH:9]=[CH:8][C:3]=1[C:4]([OH:6])=[O:5]. The yield is 0.650. (9) The reactants are [CH3:1][N:2]1[CH:6]=[CH:5][N:4]=[C:3]1[CH:7]1[C:16](=O)[C:15]2[C:14]([C:18]([O:20]CC)=O)=[CH:13][CH:12]=[CH:11][C:10]=2[NH:9][CH:8]1[C:23]1[CH:28]=[CH:27][C:26]([C:29]([F:32])([F:31])[F:30])=[CH:25][CH:24]=1.O.[NH2:34][NH2:35]. The catalyst is CO. The product is [CH3:1][N:2]1[CH:6]=[CH:5][N:4]=[C:3]1[CH:7]1[C:16]2=[N:34][NH:35][C:18](=[O:20])[C:14]3[CH:13]=[CH:12][CH:11]=[C:10]([C:15]=32)[NH:9][CH:8]1[C:23]1[CH:28]=[CH:27][C:26]([C:29]([F:32])([F:31])[F:30])=[CH:25][CH:24]=1. The yield is 0.180.